From a dataset of Reaction yield outcomes from USPTO patents with 853,638 reactions. Predict the reaction yield, written as a fraction of the theoretical maximum amount of product (1.0 means a 100% yield; for example, 0.34 means a 34% yield). The reactants are [C:1]([O:4][CH2:5][C:6]([OH:9])([CH3:8])[CH3:7])(=[O:3])[CH3:2].[C:10](N1C=CN=C1)([N:12]1[CH:16]=[CH:15][N:14]=[CH:13]1)=[O:11]. The catalyst is C(Cl)Cl. The product is [N:12]1([C:10]([O:9][C:6]([CH3:8])([CH3:7])[CH2:5][O:4][C:1](=[O:3])[CH3:2])=[O:11])[CH:16]=[CH:15][N:14]=[CH:13]1. The yield is 0.200.